Dataset: Forward reaction prediction with 1.9M reactions from USPTO patents (1976-2016). Task: Predict the product of the given reaction. (1) The product is: [Cl:14][C:15]1[CH:20]=[CH:19][CH:18]=[CH:17][C:16]=1[C:21]1[C:26]2[CH2:27][O:28][C:29](=[O:39])[N:30]([C:31]3[C:36]([Cl:37])=[CH:35][CH:34]=[CH:33][C:32]=3[Cl:38])[C:25]=2[CH:24]=[C:23]([C:40]([N:7]2[CH2:8][CH2:9][N:4]([CH:1]([CH3:3])[CH3:2])[CH2:5][CH2:6]2)=[O:41])[CH:22]=1. Given the reactants [CH:1]([N:4]1[CH2:9][CH2:8][NH:7][CH2:6][CH2:5]1)([CH3:3])[CH3:2].[Al](C)(C)C.[Cl:14][C:15]1[CH:20]=[CH:19][CH:18]=[CH:17][C:16]=1[C:21]1[C:26]2[CH2:27][O:28][C:29](=[O:39])[N:30]([C:31]3[C:36]([Cl:37])=[CH:35][CH:34]=[CH:33][C:32]=3[Cl:38])[C:25]=2[CH:24]=[C:23]([C:40](OC)=[O:41])[CH:22]=1.[Al], predict the reaction product. (2) Given the reactants [CH3:1][C:2]1([CH3:11])[CH2:7][CH:6]([OH:8])[CH2:5][C:4]([CH3:10])([CH3:9])[NH:3]1.[F:12][C:13]1[CH:27]=[CH:26][C:16]([CH:17]([Cl:25])[C:18]2[CH:23]=[CH:22][C:21]([F:24])=[CH:20][CH:19]=2)=[CH:15][CH:14]=1.N, predict the reaction product. The product is: [ClH:25].[F:12][C:13]1[CH:14]=[CH:15][C:16]([CH:17]([C:18]2[CH:23]=[CH:22][C:21]([F:24])=[CH:20][CH:19]=2)[O:8][CH:6]2[CH2:5][C:4]([CH3:10])([CH3:9])[NH:3][C:2]([CH3:11])([CH3:1])[CH2:7]2)=[CH:26][CH:27]=1. (3) Given the reactants [Br:1][C:2]1[CH:8]=[CH:7][C:5](N)=[C:4]([CH2:9][CH3:10])[CH:3]=1.S(=O)(=O)(O)O.N([O-])=O.[Na+].[I-:20].[K+], predict the reaction product. The product is: [Br:1][C:2]1[CH:8]=[CH:7][C:5]([I:20])=[C:4]([CH2:9][CH3:10])[CH:3]=1. (4) Given the reactants [Br:1][C:2]1[N:3]=[C:4]([NH:15][C@H:16]2[CH2:21][CH2:20][C@H:19]([O:22][CH3:23])[CH2:18][CH2:17]2)[C:5]([NH:8][CH2:9][C:10](OCC)=[O:11])=[N:6][CH:7]=1.P(=O)(O)(O)O, predict the reaction product. The product is: [Br:1][C:2]1[N:3]=[C:4]2[N:15]([C@H:16]3[CH2:21][CH2:20][C@H:19]([O:22][CH3:23])[CH2:18][CH2:17]3)[C:10](=[O:11])[CH2:9][NH:8][C:5]2=[N:6][CH:7]=1. (5) Given the reactants [Cl:1][C:2]1[CH:27]=[C:26]([Cl:28])[CH:25]=[CH:24][C:3]=1[O:4][C:5]1[CH:10]=[CH:9][CH:8]=[CH:7][C:6]=1[NH:11][S:12]([C:15]1[CH:23]=[CH:22][C:18]([C:19]([OH:21])=O)=[CH:17][CH:16]=1)(=[O:14])=[O:13].[N:29]1([CH2:34][CH2:35][N:36]2[CH2:41][CH2:40][NH:39][CH2:38][CH2:37]2)[CH2:33][CH2:32][CH2:31][CH2:30]1, predict the reaction product. The product is: [Cl:1][C:2]1[CH:27]=[C:26]([Cl:28])[CH:25]=[CH:24][C:3]=1[O:4][C:5]1[CH:10]=[CH:9][CH:8]=[CH:7][C:6]=1[NH:11][S:12]([C:15]1[CH:23]=[CH:22][C:18]([C:19]([N:39]2[CH2:38][CH2:37][N:36]([CH2:35][CH2:34][N:29]3[CH2:30][CH2:31][CH2:32][CH2:33]3)[CH2:41][CH2:40]2)=[O:21])=[CH:17][CH:16]=1)(=[O:13])=[O:14]. (6) Given the reactants CN(C=O)C.[CH2:6]([C:13]1[CH:14]=[N:15][C:16]2[C:21]([C:22]=1[OH:23])=[CH:20][CH:19]=[CH:18][C:17]=2[C:24]([F:27])([F:26])[F:25])[C:7]1[CH:12]=[CH:11][CH:10]=[CH:9][CH:8]=1.[Br:28][CH2:29][CH2:30][CH2:31][CH2:32][CH2:33][CH2:34]Br.C(=O)([O-])[O-].[K+].[K+], predict the reaction product. The product is: [CH2:6]([C:13]1[CH:14]=[N:15][C:16]2[C:21]([C:22]=1[O:23][CH2:34][CH2:33][CH2:32][CH2:31][CH2:30][CH2:29][Br:28])=[CH:20][CH:19]=[CH:18][C:17]=2[C:24]([F:27])([F:25])[F:26])[C:7]1[CH:8]=[CH:9][CH:10]=[CH:11][CH:12]=1. (7) Given the reactants [C:1]([C:3]1[C:4]([NH:21][NH:22][C:23](=O)[CH2:24][CH:25]2[CH2:27][CH2:26]2)=[N:5][CH:6]=[CH:7][C:8]=1[O:9][CH2:10][C@H:11]1[CH2:13][C@@H:12]1[C:14]1[CH:19]=[CH:18][C:17]([F:20])=[CH:16][CH:15]=1)#[N:2].CC[N+](S(N=C(OC)[O-])(=O)=O)(CC)CC.C(#N)C, predict the reaction product. The product is: [CH:25]1([CH2:24][C:23]2[N:5]3[CH:6]=[CH:7][C:8]([O:9][CH2:10][C@H:11]4[CH2:13][C@@H:12]4[C:14]4[CH:19]=[CH:18][C:17]([F:20])=[CH:16][CH:15]=4)=[C:3]([C:1]#[N:2])[C:4]3=[N:21][N:22]=2)[CH2:27][CH2:26]1.